Task: Predict which catalyst facilitates the given reaction.. Dataset: Catalyst prediction with 721,799 reactions and 888 catalyst types from USPTO (1) Reactant: [CH3:1][NH:2][C:3]1[CH:11]=[CH:10][C:6](C(O)=O)=[CH:5][C:4]=1[N+:12]([O-:14])=[O:13].[C:15]([O-:18])([O-])=[O:16].[K+].[K+].S(OC)(O[CH3:25])(=O)=O. Product: [CH3:25][O:18][C:15](=[O:16])[C:11]1[CH:10]=[CH:6][CH:5]=[C:4]([N+:12]([O-:14])=[O:13])[C:3]=1[NH:2][CH3:1]. The catalyst class is: 35. (2) Reactant: [NH:1]1[CH:5]=[CH:4][CH:3]=[CH:2]1.[H-].[Na+].[H][H].[CH:10]([Si:13](Cl)([CH:17]([CH3:19])[CH3:18])[CH:14]([CH3:16])[CH3:15])([CH3:12])[CH3:11]. The catalyst class is: 3. Product: [CH:10]([Si:13]([CH:17]([CH3:19])[CH3:18])([CH:14]([CH3:16])[CH3:15])[N:1]1[CH:5]=[CH:4][CH:3]=[CH:2]1)([CH3:12])[CH3:11].